Dataset: Catalyst prediction with 721,799 reactions and 888 catalyst types from USPTO. Task: Predict which catalyst facilitates the given reaction. (1) Reactant: I[C:2]1[C:10]2[C:5](=[N:6][CH:7]=[N:8][C:9]=2[NH2:11])[N:4]([C@H:12]2[CH2:17][CH2:16][C@H:15]([N:18]3[CH2:23][CH2:22][N:21]([CH3:24])[CH2:20][CH2:19]3)[CH2:14][CH2:13]2)[N:3]=1.[Cl:25][C:26]1[CH:31]=[C:30](B2OC(C)(C)C(C)(C)O2)[CH:29]=[CH:28][C:27]=1[NH:41][C:42](=[O:48])[O:43][C:44]([CH3:47])([CH3:46])[CH3:45].C(=O)([O-])[O-].[Na+].[Na+]. Product: [NH2:11][C:9]1[N:8]=[CH:7][N:6]=[C:5]2[N:4]([C@H:12]3[CH2:17][CH2:16][C@H:15]([N:18]4[CH2:23][CH2:22][N:21]([CH3:24])[CH2:20][CH2:19]4)[CH2:14][CH2:13]3)[N:3]=[C:2]([C:30]3[CH:29]=[CH:28][C:27]([NH:41][C:42](=[O:48])[O:43][C:44]([CH3:45])([CH3:46])[CH3:47])=[C:26]([Cl:25])[CH:31]=3)[C:10]=12. The catalyst class is: 108. (2) Reactant: [CH2:1]([C:8]1([C:12]2[CH:13]=[C:14]([CH:28]=[CH:29][CH:30]=2)[O:15][CH2:16][CH2:17][NH:18][S:19]([C:22]2[N:23]=[CH:24][N:25]([CH3:27])[CH:26]=2)(=[O:21])=[O:20])[CH2:11][NH:10][CH2:9]1)[C:2]1[CH:7]=[CH:6][CH:5]=[CH:4][CH:3]=1.C(NC(C)C)(C)C.[F:38][C:39]([F:50])([F:49])[C:40](O[C:40](=[O:41])[C:39]([F:50])([F:49])[F:38])=[O:41]. Product: [CH2:1]([C:8]1([C:12]2[CH:13]=[C:14]([CH:28]=[CH:29][CH:30]=2)[O:15][CH2:16][CH2:17][NH:18][S:19]([C:22]2[N:23]=[CH:24][N:25]([CH3:27])[CH:26]=2)(=[O:21])=[O:20])[CH2:11][N:10]([C:40](=[O:41])[C:39]([F:50])([F:49])[F:38])[CH2:9]1)[C:2]1[CH:7]=[CH:6][CH:5]=[CH:4][CH:3]=1. The catalyst class is: 7. (3) Reactant: [CH:1]1([C:4]2[CH:5]=[CH:6][C:7]([C:10]([O:12]CC3C=CC=CC=3)=[O:11])=[N:8][CH:9]=2)[CH2:3][CH2:2]1. Product: [CH:1]1([C:4]2[CH:5]=[CH:6][C:7]([C:10]([OH:12])=[O:11])=[N:8][CH:9]=2)[CH2:2][CH2:3]1. The catalyst class is: 105. (4) Reactant: [Br:1][C:2]1[CH:6]=[CH:5][S:4][C:3]=1C=O.O.[O-2].[O-2].[O-2].O=[Si]=O.O=[Si]=O.O=[Si]=O.O=[Si]=O.[Al+3].[Al+3].[CH:27](OC)([O:30][CH3:31])[O:28][CH3:29]. Product: [CH3:29][O:28][CH:27]([O:30][CH3:31])[C:3]1[S:4][CH:5]=[CH:6][C:2]=1[Br:1]. The catalyst class is: 4. (5) Product: [F:7][C:8]1[CH:9]=[CH:10][C:11]([N+:22]([O-:24])=[O:23])=[C:12]([CH:21]=1)[O:13][C@H:14]1[CH2:15][CH2:16][C@H:17]([NH:20][S:2]([CH3:1])(=[O:4])=[O:3])[CH2:18][CH2:19]1. Reactant: [CH3:1][S:2](Cl)(=[O:4])=[O:3].Cl.[F:7][C:8]1[CH:9]=[CH:10][C:11]([N+:22]([O-:24])=[O:23])=[C:12]([CH:21]=1)[O:13][C@H:14]1[CH2:19][CH2:18][C@H:17]([NH2:20])[CH2:16][CH2:15]1.C(N(CC)CC)C. The catalyst class is: 2.